Dataset: Peptide-MHC class I binding affinity with 185,985 pairs from IEDB/IMGT. Task: Regression. Given a peptide amino acid sequence and an MHC pseudo amino acid sequence, predict their binding affinity value. This is MHC class I binding data. The peptide sequence is ERYFRINSL. The binding affinity (normalized) is 0. The MHC is Mamu-A2601 with pseudo-sequence Mamu-A2601.